From a dataset of Reaction yield outcomes from USPTO patents with 853,638 reactions. Predict the reaction yield, written as a fraction of the theoretical maximum amount of product (1.0 means a 100% yield; for example, 0.34 means a 34% yield). (1) The reactants are [CH2:1]([O:3][C:4](=[O:10])[CH:5]([Cl:9])C(=O)C)[CH3:2].C([O-])(=O)C.[Na+].[Br:16][C:17]1[CH:18]=[CH:19][C:20]([O:24][CH2:25][CH2:26][C:27]#[CH:28])=[C:21]([NH2:23])[CH:22]=1.[N:29]([O-])=O.[Na+]. The catalyst is Cl.O. The product is [CH2:1]([O:3][C:4](=[O:10])[C:5]([Cl:9])=[N:29][NH:23][C:21]1[CH:22]=[C:17]([Br:16])[CH:18]=[CH:19][C:20]=1[O:24][CH2:25][CH2:26][C:27]#[CH:28])[CH3:2]. The yield is 0.950. (2) The reactants are C1C=CC(P(C2C=CC=CC=2)C2C=CC=CC=2)=CC=1.[Cl:20][C:21]1[CH:22]=[CH:23][C:24]([OH:27])=[N:25][CH:26]=1.C1C=CC(COC(/N=N/C(OCC2C=CC=CC=2)=O)=O)=CC=1.[CH2:50]([N:57]1[CH2:61][C@H:60]([C:62]2[CH:67]=[CH:66][C:65]([Cl:68])=[C:64]([F:69])[CH:63]=2)[C@@H:59]([C@H:70](O)[CH3:71])[CH2:58]1)[C:51]1[CH:56]=[CH:55][CH:54]=[CH:53][CH:52]=1. The catalyst is C1COCC1. The product is [CH2:50]([N:57]1[CH2:61][C@H:60]([C:62]2[CH:67]=[CH:66][C:65]([Cl:68])=[C:64]([F:69])[CH:63]=2)[C@@H:59]([C@@H:70]([O:27][C:24]2[CH:23]=[CH:22][C:21]([Cl:20])=[CH:26][N:25]=2)[CH3:71])[CH2:58]1)[C:51]1[CH:52]=[CH:53][CH:54]=[CH:55][CH:56]=1. The yield is 0.750. (3) The reactants are [CH:1]([O:4][C:5]1[C:10]([C:11]([NH2:13])=[O:12])=[C:9]([CH3:14])[N:8]=[C:7]([O:15][CH:16]([CH3:18])[CH3:17])[CH:6]=1)([CH3:3])[CH3:2].[Li]CCCC.[CH2:24]([O:31][C:32]1[C:39]([CH3:40])=[CH:38][C:35]([C:36]#N)=[CH:34][C:33]=1[CH3:41])[C:25]1[CH:30]=[CH:29][CH:28]=[CH:27][CH:26]=1.O. The catalyst is C1COCC1.C(OCC)(=O)C.C(O)(=O)C. The product is [CH2:24]([O:31][C:32]1[C:33]([CH3:41])=[CH:34][C:35]([C:36]2[NH:13][C:11](=[O:12])[C:10]3[C:5]([O:4][CH:1]([CH3:3])[CH3:2])=[CH:6][C:7]([O:15][CH:16]([CH3:18])[CH3:17])=[N:8][C:9]=3[CH:14]=2)=[CH:38][C:39]=1[CH3:40])[C:25]1[CH:26]=[CH:27][CH:28]=[CH:29][CH:30]=1. The yield is 0.179. (4) The reactants are [Cl:1][C:2]1[CH:3]=[C:4]([C@:8]2([OH:17])[O:13][CH2:12][C:11]([CH3:15])([CH3:14])[NH:10][C@H:9]2[CH3:16])[CH:5]=[CH:6][CH:7]=1. The catalyst is C(OCC)C. The product is [ClH:1].[Cl:1][C:2]1[CH:3]=[C:4]([C@:8]2([OH:17])[O:13][CH2:12][C:11]([CH3:14])([CH3:15])[NH:10][C@H:9]2[CH3:16])[CH:5]=[CH:6][CH:7]=1. The yield is 0.930. (5) The reactants are [CH:1]1([CH:4]([C:16]2[CH:17]=[N:18][C:19]([O:22][CH3:23])=[CH:20][CH:21]=2)[O:5][C:6]2[CH:13]=[CH:12][C:9]([C:10]#[N:11])=[CH:8][C:7]=2[O:14][CH3:15])[CH2:3][CH2:2]1.[BH4-].[Na+]. The catalyst is C(O)C.O.O.O.O.O.O.[Co](Cl)Cl. The product is [CH:1]1([CH:4]([C:16]2[CH:17]=[N:18][C:19]([O:22][CH3:23])=[CH:20][CH:21]=2)[O:5][C:6]2[CH:13]=[CH:12][C:9]([CH2:10][NH2:11])=[CH:8][C:7]=2[O:14][CH3:15])[CH2:3][CH2:2]1. The yield is 0.990.